The task is: Predict the product of the given reaction.. This data is from Forward reaction prediction with 1.9M reactions from USPTO patents (1976-2016). Given the reactants C(NC(C)C)(C)C.[Li].[CH3:9][O:10][C:11]([CH:13]1[CH2:18][CH2:17][CH2:16][CH2:15][CH2:14]1)=O.[CH3:19][Si:20]([CH3:23])(C)Cl.C1C[O:27][CH2:26]C1, predict the reaction product. The product is: [C:13]1(=[C:11]([O:10][CH3:9])[Si:20]([O:27][CH3:26])([CH3:23])[CH3:19])[CH2:18][CH2:17][CH2:16][CH2:15][CH2:14]1.